From a dataset of Full USPTO retrosynthesis dataset with 1.9M reactions from patents (1976-2016). Predict the reactants needed to synthesize the given product. Given the product [C:91]([O:90][C:88]([N:82]1[CH2:87][CH2:86][N:85]([C:2]2[C:10]3[C:9]4[CH:11]=[CH:12][CH:13]=[CH:14][C:8]=4[S:7][C:6]=3[C:5]([C:15]3[CH:16]=[CH:17][CH:18]=[C:19]4[C:24]=3[O:23][C:22]([N:25]3[CH2:30][CH2:29][O:28][CH2:27][CH2:26]3)=[CH:21][C:20]4=[O:31])=[CH:4][CH:3]=2)[CH2:84][CH2:83]1)=[O:89])([CH3:94])([CH3:92])[CH3:93], predict the reactants needed to synthesize it. The reactants are: Cl[C:2]1[C:10]2[C:9]3[CH:11]=[CH:12][CH:13]=[CH:14][C:8]=3[S:7][C:6]=2[C:5]([C:15]2[CH:16]=[CH:17][CH:18]=[C:19]3[C:24]=2[O:23][C:22]([N:25]2[CH2:30][CH2:29][O:28][CH2:27][CH2:26]2)=[CH:21][C:20]3=[O:31])=[CH:4][CH:3]=1.P([O-])([O-])([O-])=O.[K+].[K+].[K+].C1(P(C2C=CC=CC=2)C2C3OC4C(=CC=CC=4P(C4C=CC=CC=4)C4C=CC=CC=4)C(C)(C)C=3C=CC=2)C=CC=CC=1.[N:82]1([C:88]([O:90][C:91]([CH3:94])([CH3:93])[CH3:92])=[O:89])[CH2:87][CH2:86][NH:85][CH2:84][CH2:83]1.